This data is from Reaction yield outcomes from USPTO patents with 853,638 reactions. The task is: Predict the reaction yield, written as a fraction of the theoretical maximum amount of product (1.0 means a 100% yield; for example, 0.34 means a 34% yield). (1) The reactants are [CH:1]1([C:4]2[NH:8][N:7]=[C:6]([NH:9][C:10]3[C:15]([I:16])=[CH:14][N:13]=[C:12]([C:17]4[CH:22]=[CH:21][CH:20]=[CH:19][CH:18]=4)[N:11]=3)[CH:5]=2)[CH2:3][CH2:2]1.[H-].[Na+].[O:25](C(OC(C)(C)C)=O)[C:26]([O:28][C:29]([CH3:32])([CH3:31])[CH3:30])=O.C(Cl)Cl. The catalyst is C1COCC1. The product is [CH:1]1([C:4]2[N:8]([C:26]([O:28][C:29]([CH3:32])([CH3:31])[CH3:30])=[O:25])[N:7]=[C:6]([NH:9][C:10]3[C:15]([I:16])=[CH:14][N:13]=[C:12]([C:17]4[CH:22]=[CH:21][CH:20]=[CH:19][CH:18]=4)[N:11]=3)[CH:5]=2)[CH2:3][CH2:2]1. The yield is 0.603. (2) No catalyst specified. The reactants are [OH:1][C@@:2]1([C:9]#[C:10][C:11]2[CH:12]=[C:13]([C:17]3[C:22]4[CH:23]=[N:24][N:25]([CH:26]([CH3:28])[CH3:27])[C:21]=4[CH:20]=[C:19]([C:29]([O:31]C)=O)[N:18]=3)[CH:14]=[CH:15][CH:16]=2)[CH2:6][CH2:5][N:4]([CH3:7])[C:3]1=[O:8].[NH3:33]. The yield is 0.280. The product is [OH:1][C@@:2]1([C:9]#[C:10][C:11]2[CH:12]=[C:13]([C:17]3[C:22]4[CH:23]=[N:24][N:25]([CH:26]([CH3:27])[CH3:28])[C:21]=4[CH:20]=[C:19]([C:29]([NH2:33])=[O:31])[N:18]=3)[CH:14]=[CH:15][CH:16]=2)[CH2:6][CH2:5][N:4]([CH3:7])[C:3]1=[O:8]. (3) The reactants are [Cl:1][C:2]1[N:3]=[C:4](Cl)[C:5]2[CH2:10][CH2:9][CH:8]([C:11]3[CH:16]=[CH:15][C:14]([F:17])=[CH:13][CH:12]=3)[C:6]=2[N:7]=1.CC[N:21]([CH:25]([CH3:27])[CH3:26])C(C)C.[CH2:28]1COC[CH2:29]1. No catalyst specified. The product is [Cl:1][C:2]1[N:3]=[C:4]([NH:21][C@@H:25]([CH:26]2[CH2:29][CH2:28]2)[CH3:27])[C:5]2[CH2:10][CH2:9][CH:8]([C:11]3[CH:16]=[CH:15][C:14]([F:17])=[CH:13][CH:12]=3)[C:6]=2[N:7]=1. The yield is 0.631. (4) The reactants are [CH2:1]([N:8]1[CH2:13][CH2:12][CH:11]([NH:14][C:15](=[O:27])[C:16]([C:19]2[CH:24]=[C:23]([F:25])[CH:22]=[CH:21][C:20]=2Br)([CH3:18])[CH3:17])[CH2:10][CH2:9]1)[C:2]1[CH:7]=[CH:6][CH:5]=[CH:4][CH:3]=1.C1(B(O)O)C=CC=CC=1.C1(P(C2CCCCC2)C2C=CC=CC=2C2C(C(C)C)=CC(C(C)C)=CC=2C(C)C)CCCCC1.C(=O)([O-])[O-].[K+].[K+]. The catalyst is C([O-])(=O)C.[Pd+2].C([O-])(=O)C.C(O)(C)(C)C. The product is [CH2:1]([N:8]1[CH2:13][CH2:12][CH:11]([N:14]2[C:20]3[C:19](=[CH:24][C:23]([F:25])=[CH:22][CH:21]=3)[C:16]([CH3:18])([CH3:17])[C:15]2=[O:27])[CH2:10][CH2:9]1)[C:2]1[CH:7]=[CH:6][CH:5]=[CH:4][CH:3]=1. The yield is 0.760. (5) The reactants are [F:1][C:2]([F:7])([F:6])[C:3]([OH:5])=[O:4].[C:8]([C:11]1[CH:16]=[CH:15][C:14]([NH:17][CH:18]([C:22]2[CH:27]=[CH:26][C:25]([O:28][CH2:29][CH2:30][N:31]([CH3:33])[CH3:32])=[C:24]([O:34][CH2:35][CH3:36])[CH:23]=2)[C:19]([OH:21])=O)=[CH:13][CH:12]=1)(=[NH:10])[NH2:9].O.ON1C2C=CC=CC=2N=N1.Cl.C(N=C=NCCCN(C)C)C.[N:60]1[CH:65]=[CH:64][C:63]([C:66]([NH:68][NH2:69])=[O:67])=[CH:62][CH:61]=1. The catalyst is CN(C)C=O. The product is [F:1][C:2]([F:7])([F:6])[C:3]([OH:5])=[O:4].[CH3:32][N:31]([CH3:33])[CH2:30][CH2:29][O:28][C:25]1[CH:26]=[CH:27][C:22]([CH:18]([NH:17][C:14]2[CH:15]=[CH:16][C:11]([C:8]([NH2:9])=[NH:10])=[CH:12][CH:13]=2)[C:19](=[O:21])[NH:69][NH:68][C:66]([C:63]2[CH:64]=[CH:65][N:60]=[CH:61][CH:62]=2)=[O:67])=[CH:23][C:24]=1[O:34][CH2:35][CH3:36]. The yield is 0.740. (6) The reactants are [O:1]1[CH2:16][CH:2]1[CH2:3][O:4][C:5]1[CH:10]=[CH:9][C:8]([CH2:11][C:12]([O:14][CH3:15])=[O:13])=[CH:7][CH:6]=1.[CH:17]([NH2:20])([CH3:19])[CH3:18].O. No catalyst specified. The product is [OH:1][CH:2]([CH2:16][NH:20][CH:17]([CH3:19])[CH3:18])[CH2:3][O:4][C:5]1[CH:10]=[CH:9][C:8]([CH2:11][C:12]([O:14][CH3:15])=[O:13])=[CH:7][CH:6]=1. The yield is 1.00. (7) The reactants are [CH3:1][N:2]([CH2:37][C:38]1[C:51]2[C:46](=[CH:47][CH:48]=[CH:49][CH:50]=2)[C:45]([CH2:52][NH:53][CH3:54])=[C:44]2[C:39]=1[CH:40]=[CH:41][CH:42]=[CH:43]2)[C:3](=[O:36])[C:4]1[CH:31]=[CH:30][C:7]([C:8]([N:10]([CH3:29])[CH2:11][C:12]2[C:25]3[C:20](=[CH:21][CH:22]=[CH:23][CH:24]=3)[C:19]([CH2:26][NH:27][CH3:28])=[C:18]3[C:13]=2[CH:14]=[CH:15][CH:16]=[CH:17]3)=[O:9])=[CH:6][C:5]=1[O:32][CH2:33][C:34]#[CH:35].[N:55]([CH2:58][CH2:59][CH2:60][NH:61][C:62](=[O:68])[O:63][C:64]([CH3:67])([CH3:66])[CH3:65])=[N+:56]=[N-:57].C(N(C(C)C)CC)(C)C.O. The catalyst is CS(C)=O.[Cu]I. The product is [CH3:1][N:2]([CH2:37][C:38]1[C:51]2[C:46]([C:45]([CH2:52][NH:53][CH3:54])=[C:44]3[C:39]=1[CH:40]=[CH:41][CH:42]=[CH:43]3)=[CH:47][CH:48]=[CH:49][CH:50]=2)[C:3]([C:4]1[CH:31]=[CH:30][C:7]([C:8](=[O:9])[N:10]([CH3:29])[CH2:11][C:12]2[C:13]3[C:18]([C:19]([CH2:26][NH:27][CH3:28])=[C:20]4[C:25]=2[CH:24]=[CH:23][CH:22]=[CH:21]4)=[CH:17][CH:16]=[CH:15][CH:14]=3)=[CH:6][C:5]=1[O:32][CH2:33][C:34]1[N:57]=[N:56][N:55]([CH2:58][CH2:59][CH2:60][NH:61][C:62](=[O:68])[O:63][C:64]([CH3:66])([CH3:65])[CH3:67])[CH:35]=1)=[O:36]. The yield is 0.970.